Dataset: Catalyst prediction with 721,799 reactions and 888 catalyst types from USPTO. Task: Predict which catalyst facilitates the given reaction. The catalyst class is: 1. Reactant: [CH3:1][O:2][CH2:3][O:4][C:5]1[C:10](=[O:11])[N:9]([CH2:12][O:13][CH3:14])[CH:8]=[C:7]([S:15][CH2:16][CH2:17][C:18](OC)=O)[CH:6]=1.CC(C)([O-])C.[K+].Cl[CH2:29][C:30]1[CH:35]=[CH:34]C(CC)=[CH:32][CH:31]=1. Product: [CH2:35]([C:30]1[CH:29]=[CH:18][C:17]([CH2:16][S:15][C:7]2[CH:6]=[C:5]([O:4][CH2:3][O:2][CH3:1])[C:10](=[O:11])[N:9]([CH2:12][O:13][CH3:14])[CH:8]=2)=[CH:32][CH:31]=1)[CH3:34].